Task: Predict the reactants needed to synthesize the given product.. Dataset: Full USPTO retrosynthesis dataset with 1.9M reactions from patents (1976-2016) (1) Given the product [C:1]([O:5][C:6](=[O:14])[NH:7][C@H:8]([CH2:12][CH3:13])[CH2:9][C@H:10]([OH:11])[CH:15]=[CH2:16])([CH3:4])([CH3:3])[CH3:2], predict the reactants needed to synthesize it. The reactants are: [C:1]([O:5][C:6](=[O:14])[NH:7][C@H:8]([CH2:12][CH3:13])[CH2:9][CH:10]=[O:11])([CH3:4])([CH3:3])[CH3:2].[CH:15]([Mg]Cl)=[CH2:16]. (2) Given the product [Br:14][CH2:13][C:12]1[C:11]2[C:6](=[CH:7][CH:8]=[CH:9][N:10]=2)[N:5]=[CH:4][C:3]=1[O:2][CH3:1], predict the reactants needed to synthesize it. The reactants are: [CH3:1][O:2][C:3]1[CH:4]=[N:5][C:6]2[C:11]([C:12]=1[CH3:13])=[N:10][CH:9]=[CH:8][CH:7]=2.[Br:14]N1C(=O)CCC1=O.C(OOC(=O)C1C=CC=CC=1)(=O)C1C=CC=CC=1. (3) Given the product [CH3:8][C:2]1[CH:3]=[C:4]([C:7]([OH:9])=[O:16])[CH:5]=[CH:6][N:1]=1, predict the reactants needed to synthesize it. The reactants are: [N:1]1[CH:6]=[CH:5][C:4]([CH3:7])=[CH:3][C:2]=1[CH3:8].[O-:9][Mn](=O)(=O)=O.[K+].Cl.[OH2:16].